Dataset: NCI-60 drug combinations with 297,098 pairs across 59 cell lines. Task: Regression. Given two drug SMILES strings and cell line genomic features, predict the synergy score measuring deviation from expected non-interaction effect. (1) Drug 1: CCCCC(=O)OCC(=O)C1(CC(C2=C(C1)C(=C3C(=C2O)C(=O)C4=C(C3=O)C=CC=C4OC)O)OC5CC(C(C(O5)C)O)NC(=O)C(F)(F)F)O. Drug 2: CC1=C2C(C(=O)C3(C(CC4C(C3C(C(C2(C)C)(CC1OC(=O)C(C(C5=CC=CC=C5)NC(=O)OC(C)(C)C)O)O)OC(=O)C6=CC=CC=C6)(CO4)OC(=O)C)O)C)O. Cell line: HCT-15. Synergy scores: CSS=23.9, Synergy_ZIP=-6.15, Synergy_Bliss=-13.2, Synergy_Loewe=-16.9, Synergy_HSA=-17.0. (2) Drug 1: C1CN1C2=NC(=NC(=N2)N3CC3)N4CC4. Drug 2: CC(C)CN1C=NC2=C1C3=CC=CC=C3N=C2N. Cell line: NCI-H522. Synergy scores: CSS=30.8, Synergy_ZIP=-9.32, Synergy_Bliss=-5.42, Synergy_Loewe=-4.58, Synergy_HSA=-4.59. (3) Drug 2: CCC1(CC2CC(C3=C(CCN(C2)C1)C4=CC=CC=C4N3)(C5=C(C=C6C(=C5)C78CCN9C7C(C=CC9)(C(C(C8N6C)(C(=O)OC)O)OC(=O)C)CC)OC)C(=O)OC)O.OS(=O)(=O)O. Cell line: RXF 393. Drug 1: C(=O)(N)NO. Synergy scores: CSS=6.20, Synergy_ZIP=-0.660, Synergy_Bliss=2.80, Synergy_Loewe=0.689, Synergy_HSA=1.52. (4) Drug 1: C1C(C(OC1N2C=NC(=NC2=O)N)CO)O. Drug 2: COCCOC1=C(C=C2C(=C1)C(=NC=N2)NC3=CC=CC(=C3)C#C)OCCOC.Cl. Cell line: MOLT-4. Synergy scores: CSS=40.4, Synergy_ZIP=1.02, Synergy_Bliss=0.522, Synergy_Loewe=-25.1, Synergy_HSA=-0.197. (5) Drug 1: CN1C(=O)N2C=NC(=C2N=N1)C(=O)N. Drug 2: CC1=C(N=C(N=C1N)C(CC(=O)N)NCC(C(=O)N)N)C(=O)NC(C(C2=CN=CN2)OC3C(C(C(C(O3)CO)O)O)OC4C(C(C(C(O4)CO)O)OC(=O)N)O)C(=O)NC(C)C(C(C)C(=O)NC(C(C)O)C(=O)NCCC5=NC(=CS5)C6=NC(=CS6)C(=O)NCCC[S+](C)C)O. Cell line: RXF 393. Synergy scores: CSS=12.1, Synergy_ZIP=-1.05, Synergy_Bliss=1.24, Synergy_Loewe=-16.8, Synergy_HSA=-1.85.